Dataset: Forward reaction prediction with 1.9M reactions from USPTO patents (1976-2016). Task: Predict the product of the given reaction. (1) Given the reactants [CH2:1]([O:8][C:9]1[CH:14]=[CH:13][C:12]([C:15]2[N:16]([CH2:28][CH2:29][OH:30])[CH:17]=[C:18]([C:20]3[N:21]([CH:25]([CH3:27])[CH3:26])[N:22]=[CH:23][N:24]=3)[N:19]=2)=[C:11](F)[CH:10]=1)[C:2]1[CH:7]=[CH:6][CH:5]=[CH:4][CH:3]=1.[H-].[Na+], predict the reaction product. The product is: [CH2:1]([O:8][C:9]1[CH:14]=[CH:13][C:12]2[C:15]3[N:16]([CH2:28][CH2:29][O:30][C:11]=2[CH:10]=1)[CH:17]=[C:18]([C:20]1[N:21]([CH:25]([CH3:27])[CH3:26])[N:22]=[CH:23][N:24]=1)[N:19]=3)[C:2]1[CH:7]=[CH:6][CH:5]=[CH:4][CH:3]=1. (2) Given the reactants [CH3:1][N:2]1[CH2:7][CH2:6][CH:5]([NH:8][C:9]2[CH:14]=[CH:13][CH:12]=[CH:11][C:10]=2/[CH:15]=[CH:16]/[C:17]([O:19][CH3:20])=[O:18])[CH2:4][CH2:3]1.[H][H], predict the reaction product. The product is: [CH3:1][N:2]1[CH2:3][CH2:4][CH:5]([NH:8][C:9]2[CH:14]=[CH:13][CH:12]=[CH:11][C:10]=2[CH2:15][CH2:16][C:17]([O:19][CH3:20])=[O:18])[CH2:6][CH2:7]1. (3) Given the reactants [Br:1][C:2]1[N:7]=[C:6]([CH2:8]O)[CH:5]=[CH:4][CH:3]=1.[C:10]1(=[O:20])[NH:14][C:13](=[O:15])[C:12]2=[CH:16][CH:17]=[CH:18][CH:19]=[C:11]12.C1(P(C2C=CC=CC=2)C2C=CC=CC=2)C=CC=CC=1.C1CCN(C(N=NC(N2CCCCC2)=O)=O)CC1, predict the reaction product. The product is: [Br:1][C:2]1[N:7]=[C:6]([CH2:8][N:14]2[C:10](=[O:20])[C:11]3[C:12](=[CH:16][CH:17]=[CH:18][CH:19]=3)[C:13]2=[O:15])[CH:5]=[CH:4][CH:3]=1. (4) Given the reactants [N:1]1([C:7](=[O:24])[CH2:8][CH:9]([CH2:13][S:14]([CH2:17][C:18]2[CH:23]=[CH:22][CH:21]=[CH:20][CH:19]=2)(=[O:16])=[O:15])[C:10]([OH:12])=O)[CH2:6][CH2:5][O:4][CH2:3][CH2:2]1.[NH2:25][CH:26]([CH2:36][CH3:37])[C@@H:27]([C:29]1[N:33]=[C:32]([CH2:34][CH3:35])[O:31][N:30]=1)[OH:28], predict the reaction product. The product is: [CH2:34]([C:32]1[O:31][N:30]=[C:29]([C:27]([C@@H:26]([NH:25][C:10](=[O:12])[CH:9]([CH2:13][S:14]([CH2:17][C:18]2[CH:23]=[CH:22][CH:21]=[CH:20][CH:19]=2)(=[O:16])=[O:15])[CH2:8][C:7]([N:1]2[CH2:2][CH2:3][O:4][CH2:5][CH2:6]2)=[O:24])[CH2:36][CH3:37])=[O:28])[N:33]=1)[CH3:35]. (5) Given the reactants [F:1][CH:2]([F:37])[O:3][C:4]1[CH:5]=[C:6]2[C:10](=[CH:11][CH:12]=1)[N:9]([CH3:13])[N:8]=[C:7]2[C:14]1[N:15]=[C:16]2[C:22]([C:23]([NH:25][CH:26]([CH3:28])[CH3:27])=[O:24])=[CH:21][N:20](COCC[Si](C)(C)C)[C:17]2=[N:18][CH:19]=1.C(O)(C(F)(F)F)=O, predict the reaction product. The product is: [F:37][CH:2]([F:1])[O:3][C:4]1[CH:5]=[C:6]2[C:10](=[CH:11][CH:12]=1)[N:9]([CH3:13])[N:8]=[C:7]2[C:14]1[N:15]=[C:16]2[C:22]([C:23]([NH:25][CH:26]([CH3:27])[CH3:28])=[O:24])=[CH:21][NH:20][C:17]2=[N:18][CH:19]=1. (6) The product is: [F:30][C:31]1[CH:36]=[CH:35][C:34]([C:2]2[CH:3]=[C:4]([NH:9][C:10]3[N:15]=[CH:14][C:13]([N:16]4[CH2:21][CH2:20][N:19]([C:22]([O:24][C:25]([CH3:28])([CH3:27])[CH3:26])=[O:23])[CH2:18][C:17]4=[O:29])=[CH:12][CH:11]=3)[C:5](=[O:8])[NH:6][N:7]=2)=[CH:33][C:32]=1[NH:46][C:47]([C:49]1[S:53][C:52]2[CH2:54][CH2:55][CH2:56][CH2:57][C:51]=2[CH:50]=1)=[O:48]. Given the reactants Cl[C:2]1[CH:3]=[C:4]([NH:9][C:10]2[N:15]=[CH:14][C:13]([N:16]3[CH2:21][CH2:20][N:19]([C:22]([O:24][C:25]([CH3:28])([CH3:27])[CH3:26])=[O:23])[CH2:18][C:17]3=[O:29])=[CH:12][CH:11]=2)[C:5](=[O:8])[NH:6][N:7]=1.[F:30][C:31]1[CH:36]=[CH:35][C:34](B2OC(C)(C)C(C)(C)O2)=[CH:33][C:32]=1[NH:46][C:47]([C:49]1[S:53][C:52]2[CH2:54][CH2:55][CH2:56][CH2:57][C:51]=2[CH:50]=1)=[O:48].C(=O)([O-])[O-].[Na+].[Na+].Cl, predict the reaction product. (7) Given the reactants Br[C:2]1[S:3][CH:4]=[C:5]([C:7]([NH:9][C:10]2[CH:11]=[N:12][N:13]([CH3:31])[C:14]=2[C@H:15]2[O:21][CH2:20][C@@H:19]([F:22])[C@H:18]([NH:23]C(=O)OC(C)(C)C)[CH2:17][CH2:16]2)=[O:8])[N:6]=1.[F:32][C:33]1[CH:38]=[C:37]([C:39]2([O:43][CH3:44])[CH2:42][O:41][CH2:40]2)[CH:36]=[C:35]([F:45])[C:34]=1B1OC(C)(C)C(C)(C)O1, predict the reaction product. The product is: [NH2:23][C@H:18]1[C@H:19]([F:22])[CH2:20][O:21][C@H:15]([C:14]2[N:13]([CH3:31])[N:12]=[CH:11][C:10]=2[NH:9][C:7]([C:5]2[N:6]=[C:2]([C:34]3[C:35]([F:45])=[CH:36][C:37]([C:39]4([O:43][CH3:44])[CH2:40][O:41][CH2:42]4)=[CH:38][C:33]=3[F:32])[S:3][CH:4]=2)=[O:8])[CH2:16][CH2:17]1.